From a dataset of Reaction yield outcomes from USPTO patents with 853,638 reactions. Predict the reaction yield, written as a fraction of the theoretical maximum amount of product (1.0 means a 100% yield; for example, 0.34 means a 34% yield). (1) The reactants are [CH3:1][O:2][C:3](=[O:12])[C:4]1[CH:9]=[CH:8][CH:7]=[C:6]([CH2:10]Br)[CH:5]=1.[C:13]1(=[O:23])[NH:17][C:16](=[O:18])[C:15]2=[CH:19][CH:20]=[CH:21][CH:22]=[C:14]12.[K]. The catalyst is CN(C=O)C.C(OCC)(=O)C. The product is [CH3:1][O:2][C:3](=[O:12])[C:4]1[CH:9]=[CH:8][CH:7]=[C:6]([CH2:10][N:17]2[C:13](=[O:23])[C:14]3[C:15](=[CH:19][CH:20]=[CH:21][CH:22]=3)[C:16]2=[O:18])[CH:5]=1. The yield is 0.955. (2) The reactants are [Si:1]([O:8][CH2:9][C:10]1[C:11]([Cl:17])=[CH:12][C:13](Cl)=[N:14][CH:15]=1)([C:4]([CH3:7])([CH3:6])[CH3:5])([CH3:3])[CH3:2].CC1(C)OB([C:24]2[CH:25]=[N:26][C:27]([C:30]([F:33])([F:32])[F:31])=[N:28][CH:29]=2)OC1(C)C.C(=O)([O-])[O-].[K+].[K+].O1CCOCC1. The catalyst is C1C=CC(P(C2C=CC=CC=2)[C-]2C=CC=C2)=CC=1.C1C=CC(P(C2C=CC=CC=2)[C-]2C=CC=C2)=CC=1.Cl[Pd]Cl.[Fe+2].O. The product is [Si:1]([O:8][CH2:9][C:10]1[C:11]([Cl:17])=[CH:12][C:13]([C:24]2[CH:25]=[N:26][C:27]([C:30]([F:33])([F:32])[F:31])=[N:28][CH:29]=2)=[N:14][CH:15]=1)([C:4]([CH3:7])([CH3:6])[CH3:5])([CH3:3])[CH3:2]. The yield is 0.470. (3) The reactants are [CH2:1]([C:3]1[CH:8]=[C:7]([CH3:9])[CH:6]=[C:5]([CH2:10][CH3:11])[C:4]=1[C:12]1[C:13](=[O:35])[N:14]([CH3:34])[N:15]=[C:16]([S:19]([CH2:22][CH2:23][CH2:24][CH2:25][CH2:26][CH2:27][CH2:28][CH2:29][CH2:30][CH2:31][CH2:32][CH3:33])(=[O:21])=[O:20])[C:17]=1[OH:18])[CH3:2].[CH3:36][O:37][C:38]1[CH:45]=[CH:44][C:41]([CH2:42]Cl)=[CH:40][CH:39]=1. No catalyst specified. The product is [CH2:1]([C:3]1[CH:8]=[C:7]([CH3:9])[CH:6]=[C:5]([CH2:10][CH3:11])[C:4]=1[C:12]1[C:13](=[O:35])[N:14]([CH3:34])[N:15]=[C:16]([S:19]([CH2:22][CH2:23][CH2:24][CH2:25][CH2:26][CH2:27][CH2:28][CH2:29][CH2:30][CH2:31][CH2:32][CH3:33])(=[O:21])=[O:20])[C:17]=1[O:18][CH2:42][C:41]1[CH:44]=[CH:45][C:38]([O:37][CH3:36])=[CH:39][CH:40]=1)[CH3:2]. The yield is 0.570. (4) The reactants are [F:1][C:2]([F:25])([C:18]1[CH:23]=[CH:22][C:21]([F:24])=[CH:20][CH:19]=1)[C:3]1[N:12]=[C:11](O)[C:10]2[C:5](=[CH:6][C:7]([C:14]([O:16][CH3:17])=[O:15])=[CH:8][CH:9]=2)[N:4]=1.P(Cl)(Cl)([Cl:28])=O. No catalyst specified. The product is [Cl:28][C:11]1[C:10]2[C:5](=[CH:6][C:7]([C:14]([O:16][CH3:17])=[O:15])=[CH:8][CH:9]=2)[N:4]=[C:3]([C:2]([F:25])([F:1])[C:18]2[CH:23]=[CH:22][C:21]([F:24])=[CH:20][CH:19]=2)[N:12]=1. The yield is 0.860. (5) The reactants are C[Si](OS(C(F)(F)F)(=O)=O)(C)C.[Cl:13][C:14]([Cl:52])([Cl:51])[CH2:15][O:16][C:17]([C@@H:19]1[CH2:24][CH2:23][CH2:22][N:21]([C:25](=[O:50])[C@@H:26]([NH:42][C:43](OC(C)(C)C)=[O:44])[CH2:27][C:28]2[CH:33]=[CH:32][CH:31]=[C:30]([O:34][Si:35]([C:38]([CH3:41])([CH3:40])[CH3:39])([CH3:37])[CH3:36])[CH:29]=2)[NH:20]1)=[O:18].C(N(CC)C(C)C)(C)C.[C:62]([O:66][C:67]([NH:69][C@@H:70]([CH2:74][C:75]1[CH:80]=[CH:79][C:78]([O:81][CH3:82])=[CH:77][CH:76]=1)C(O)=O)=[O:68])([CH3:65])([CH3:64])[CH3:63]. The catalyst is ClCCl.C(#N)C. The product is [Cl:13][C:14]([Cl:52])([Cl:51])[CH2:15][O:16][C:17]([C@@H:19]1[CH2:24][CH2:23][CH2:22][N:21]([C:25](=[O:50])[C@@H:26]([NH:42][C:43](=[O:44])[C@@H:70]([NH:69][C:67]([O:66][C:62]([CH3:65])([CH3:64])[CH3:63])=[O:68])[CH2:74][C:75]2[CH:76]=[CH:77][C:78]([O:81][CH3:82])=[CH:79][CH:80]=2)[CH2:27][C:28]2[CH:33]=[CH:32][CH:31]=[C:30]([O:34][Si:35]([C:38]([CH3:39])([CH3:41])[CH3:40])([CH3:37])[CH3:36])[CH:29]=2)[NH:20]1)=[O:18]. The yield is 0.670.